Dataset: Catalyst prediction with 721,799 reactions and 888 catalyst types from USPTO. Task: Predict which catalyst facilitates the given reaction. (1) Reactant: CN(C)C=O.Br[C:7]1[CH:12]=[CH:11][C:10]([C:13]2[N:14]([CH2:22][O:23][CH2:24][CH2:25][Si:26]([CH3:29])([CH3:28])[CH3:27])[CH:15]=[C:16]([C:18]([F:21])([F:20])[F:19])[N:17]=2)=[C:9]([F:30])[CH:8]=1.[CH3:31][C:32]1[C:37](B2OC(C)(C)C(C)(C)O2)=[CH:36][N:35]=[C:34]([O:47][CH2:48][C:49]2([C:53]([O:55][CH2:56][CH3:57])=[O:54])[CH2:52][CH2:51][CH2:50]2)[CH:33]=1.C(=O)([O-])[O-].[Na+].[Na+]. Product: [F:30][C:9]1[CH:8]=[C:7]([C:37]2[C:32]([CH3:31])=[CH:33][C:34]([O:47][CH2:48][C:49]3([C:53]([O:55][CH2:56][CH3:57])=[O:54])[CH2:52][CH2:51][CH2:50]3)=[N:35][CH:36]=2)[CH:12]=[CH:11][C:10]=1[C:13]1[N:14]([CH2:22][O:23][CH2:24][CH2:25][Si:26]([CH3:29])([CH3:28])[CH3:27])[CH:15]=[C:16]([C:18]([F:21])([F:20])[F:19])[N:17]=1. The catalyst class is: 69. (2) Reactant: [C:1]([C:3]1[N:7]=[CH:6][N:5]([C@@H:8]2[O:20][C@H:19]([CH2:21][O:22]C(=O)C)[C@@H:14]([O:15]C(=O)C)[C@H:9]2[O:10]C(=O)C)[N:4]=1)#[N:2].[NH4+:26].[Cl-:27]. Product: [ClH:27].[C@@H:8]1([N:5]2[CH:6]=[N:7][C:3]([C:1]([NH2:2])=[NH:26])=[N:4]2)[O:20][C@H:19]([CH2:21][OH:22])[C@@H:14]([OH:15])[C@H:9]1[OH:10]. The catalyst class is: 328. (3) Reactant: C(OC([N:8]1[CH2:13][CH2:12][CH:11]([S:14][C:15]2[CH:20]=[CH:19][CH:18]=[CH:17][C:16]=2[Br:21])[CH2:10][CH2:9]1)=O)(C)(C)C.[ClH:22]. Product: [ClH:22].[Br:21][C:16]1[CH:17]=[CH:18][CH:19]=[CH:20][C:15]=1[S:14][CH:11]1[CH2:12][CH2:13][NH:8][CH2:9][CH2:10]1. The catalyst class is: 12. (4) Reactant: [Br:1][C:2]1[S:3][C:4]([C:8]([OH:10])=O)=[C:5]([Br:7])[N:6]=1.S(Cl)(Cl)=O.C1(C)C=CC=CC=1.[OH-].[NH4+:23].O. Product: [Br:1][C:2]1[S:3][C:4]([C:8]([NH2:23])=[O:10])=[C:5]([Br:7])[N:6]=1. The catalyst class is: 59. (5) Reactant: [Cl:1][C:2]1[CH:17]=[CH:16][CH:15]=[C:14]([Cl:18])[C:3]=1[CH2:4][C:5]1[NH:9][C:8]2[CH:10]=[CH:11][CH:12]=[CH:13][C:7]=2[N:6]=1.[H-].[Na+].CN(C=O)C.Br[CH2:27][C:28]1[CH:37]=[CH:36][C:31]([C:32]([O:34][CH3:35])=[O:33])=[CH:30][CH:29]=1. Product: [Cl:1][C:2]1[CH:17]=[CH:16][CH:15]=[C:14]([Cl:18])[C:3]=1[CH2:4][C:5]1[N:6]([CH2:27][C:28]2[CH:37]=[CH:36][C:31]([C:32]([O:34][CH3:35])=[O:33])=[CH:30][CH:29]=2)[C:7]2[CH:13]=[CH:12][CH:11]=[CH:10][C:8]=2[N:9]=1. The catalyst class is: 6. (6) Reactant: [Cl:1][C:2]1[CH:7]=[CH:6][C:5]([CH:8]([C:20]2[CH:25]=[CH:24][C:23]([Cl:26])=[CH:22][CH:21]=2)[C:9]2[CH:10]=[C:11]3[C:16](=[CH:17][CH:18]=2)[N:15]=[CH:14][N:13]=[C:12]3Cl)=[CH:4][CH:3]=1.[F:27][C:28]([F:39])([F:38])[C:29]1[CH:30]=[C:31]([C@@H:35]([NH2:37])[CH3:36])[CH:32]=[CH:33][CH:34]=1.CC(O)C. Product: [Cl:1][C:2]1[CH:3]=[CH:4][C:5]([CH:8]([C:20]2[CH:25]=[CH:24][C:23]([Cl:26])=[CH:22][CH:21]=2)[C:9]2[CH:10]=[C:11]3[C:16](=[CH:17][CH:18]=2)[N:15]=[CH:14][N:13]=[C:12]3[NH:37][C@H:35]([C:31]2[CH:32]=[CH:33][CH:34]=[C:29]([C:28]([F:27])([F:38])[F:39])[CH:30]=2)[CH3:36])=[CH:6][CH:7]=1. The catalyst class is: 66.